Dataset: Full USPTO retrosynthesis dataset with 1.9M reactions from patents (1976-2016). Task: Predict the reactants needed to synthesize the given product. (1) Given the product [F:1][C:2]1([F:24])[CH2:7][CH2:6][CH:5]([CH2:8][NH:9][C:10]([C:12]2[C:13]3[CH:14]=[CH:15][C:16]([C:2]4[CH2:7][CH2:6][CH2:5][CH2:4][CH:3]=4)=[N:17][C:18]=3[CH:19]=[CH:20][C:21]=2[C:25]2[CH2:30][CH2:29][CH2:28][CH2:27][CH:26]=2)=[O:11])[CH2:4][CH2:3]1, predict the reactants needed to synthesize it. The reactants are: [F:1][C:2]1([F:24])[CH2:7][CH2:6][CH:5]([CH2:8][NH:9][C:10]([C:12]2[C:13]3[CH:14]=[CH:15][C:16](Cl)=[N:17][C:18]=3[CH:19]=[CH:20][C:21]=2Cl)=[O:11])[CH2:4][CH2:3]1.[C:25]1(B(O)O)[CH2:30][CH2:29][CH2:28][CH2:27][CH:26]=1.C(=O)([O-])[O-].[Cs+].[Cs+]. (2) Given the product [C:9]([NH:17][C:18]1[CH:27]=[C:26](/[CH:1]=[CH:2]/[C:3]2[CH:8]=[CH:7][CH:6]=[CH:5][CH:4]=2)[CH:25]=[CH:24][C:19]=1[C:20]([O:22][CH3:23])=[O:21])(=[O:16])[C:10]1[CH:15]=[CH:14][CH:13]=[CH:12][CH:11]=1, predict the reactants needed to synthesize it. The reactants are: [CH2:1]=[CH:2][C:3]1[CH:8]=[CH:7][CH:6]=[CH:5][CH:4]=1.[C:9]([NH:17][CH:18]1[CH:27]=[CH:26][CH:25]=[CH:24][C:19]1(Br)[C:20]([O:22][CH3:23])=[O:21])(=[O:16])[C:10]1[CH:15]=[CH:14][CH:13]=[CH:12][CH:11]=1.C1(C)C=CC=CC=1P(C1C=CC=CC=1C)C1C=CC=CC=1C.Cl.